This data is from Full USPTO retrosynthesis dataset with 1.9M reactions from patents (1976-2016). The task is: Predict the reactants needed to synthesize the given product. (1) The reactants are: C([C:4]1[CH:9]=[CH:8][C:7]([S:10]([N:13]([C:26]2[N:27]=[CH:28][C:29]3[C:34]([C:35]=2[CH3:36])=[CH:33][CH:32]=[CH:31][CH:30]=3)[CH2:14][C:15]2[CH:20]=[CH:19][C:18]([O:21][C:22]([F:25])([F:24])[F:23])=[CH:17][CH:16]=2)(=[O:12])=[O:11])=[CH:6][CH:5]=1)(=O)C.C[Mg]Br.Cl. Given the product [OH:21][C:18]([C:8]1[CH:9]=[CH:4][CH:5]=[CH:6][C:7]=1[S:10]([N:13]([C:26]1[N:27]=[CH:28][C:29]2[C:34]([C:35]=1[CH3:36])=[CH:33][CH:32]=[CH:31][CH:30]=2)[CH2:14][C:15]1[CH:20]=[CH:19][C:18]([O:21][C:22]([F:23])([F:25])[F:24])=[CH:17][CH:16]=1)(=[O:12])=[O:11])([CH3:19])[CH3:17], predict the reactants needed to synthesize it. (2) Given the product [Br:1][C:2]1[CH:9]=[CH:8][C:5]([CH2:6][S:16][C:14](=[O:17])[CH3:15])=[C:4]([C:10]([F:13])([F:12])[F:11])[CH:3]=1, predict the reactants needed to synthesize it. The reactants are: [Br:1][C:2]1[CH:9]=[CH:8][C:5]([CH2:6]Br)=[C:4]([C:10]([F:13])([F:12])[F:11])[CH:3]=1.[C:14]([O-:17])(=[S:16])[CH3:15].[K+]. (3) Given the product [CH3:11][N:12]([CH3:25])[C:13]1[C:22]2[C:17](=[CH:18][CH:19]=[CH:20][CH:21]=2)[C:16]([C:23]2[NH:10][C:1](=[O:9])[C:2]3[C:3](=[CH:5][CH:6]=[CH:7][CH:8]=3)[N:4]=2)=[CH:15][CH:14]=1, predict the reactants needed to synthesize it. The reactants are: [C:1]([NH2:10])(=[O:9])[C:2]1[C:3](=[CH:5][CH:6]=[CH:7][CH:8]=1)[NH2:4].[CH3:11][N:12]([CH3:25])[C:13]1[C:22]2[C:17](=[CH:18][CH:19]=[CH:20][CH:21]=2)[C:16]([CH:23]=O)=[CH:15][CH:14]=1.COC1C=C(OC)C=C2C=1C(=O)NC(C1C=CC=CN=1)=N2. (4) The reactants are: [CH3:1][C:2]1[N:6]=[C:5]([C:7]2[NH:8][C:9]3[C:14]([CH:15]=2)=[CH:13][CH:12]=[CH:11][CH:10]=3)[O:4][N:3]=1.CN(C)C=O.[C:21]([O:25][C:26]([NH:28][CH2:29][C:30]1[N:35]=[CH:34][C:33](B(O)O)=[CH:32][CH:31]=1)=[O:27])([CH3:24])([CH3:23])[CH3:22].C(N(CC)C(C)C)(C)C. Given the product [C:21]([O:25][C:26](=[O:27])[NH:28][CH2:29][C:30]1[CH:31]=[CH:32][C:33]([N:8]2[C:9]3[C:14](=[CH:13][CH:12]=[CH:11][CH:10]=3)[CH:15]=[C:7]2[C:5]2[O:4][N:3]=[C:2]([CH3:1])[N:6]=2)=[CH:34][N:35]=1)([CH3:24])([CH3:22])[CH3:23], predict the reactants needed to synthesize it. (5) The reactants are: C1C=C(Cl)C=C(C(OO)=[O:9])C=1.[CH:12]1([O:17][C:18]2[N:23]=[CH:22][N:21]=[C:20]([NH:24][C:25]3[O:26][C@:27]4([CH2:35][N:36]=3)[CH:32]3[CH2:33][CH2:34][N:29]([CH2:30][CH2:31]3)[CH2:28]4)[CH:19]=2)[CH2:16][CH2:15][CH2:14][CH2:13]1. Given the product [CH:12]1([O:17][C:18]2[N:23]=[CH:22][N:21]=[C:20]([NH:24][C:25]3[O:26][C@:27]4([CH2:35][N:36]=3)[CH:32]3[CH2:31][CH2:30][N+:29]([O-:9])([CH2:34][CH2:33]3)[CH2:28]4)[CH:19]=2)[CH2:16][CH2:15][CH2:14][CH2:13]1, predict the reactants needed to synthesize it.